From a dataset of Forward reaction prediction with 1.9M reactions from USPTO patents (1976-2016). Predict the product of the given reaction. Given the reactants [F:1][C:2]1[CH:7]=[CH:6][C:5]([N:8]2[CH2:14][CH2:13][CH2:12][CH:11]=[CH:10][C:9]2=[O:15])=[CH:4][CH:3]=1.[Si]([C:20]#[N:21])(C)(C)C, predict the reaction product. The product is: [F:1][C:2]1[CH:7]=[CH:6][C:5]([N:8]2[CH2:14][CH2:13][CH2:12][CH:11]([C:20]#[N:21])[CH2:10][C:9]2=[O:15])=[CH:4][CH:3]=1.